Task: Predict which catalyst facilitates the given reaction.. Dataset: Catalyst prediction with 721,799 reactions and 888 catalyst types from USPTO (1) Reactant: [C:1]([O:5][C:6]([N:8]1[CH2:13][CH2:12][C:11]([CH2:17][C:18]2[CH:23]=[CH:22][CH:21]=[CH:20][CH:19]=2)(C(O)=O)[CH2:10][CH2:9]1)=[O:7])([CH3:4])([CH3:3])[CH3:2].CC[N:26](CC)CC.C1C=CC(P(N=[N+]=[N-])(C2C=CC=CC=2)=O)=CC=1. Product: [C:1]([O:5][C:6]([N:8]1[CH2:13][CH2:12][C:11]([NH2:26])([CH2:17][C:18]2[CH:23]=[CH:22][CH:21]=[CH:20][CH:19]=2)[CH2:10][CH2:9]1)=[O:7])([CH3:4])([CH3:3])[CH3:2]. The catalyst class is: 225. (2) Reactant: [F:1][C:2]1[CH:7]=[CH:6][C:5]([C:8]2[C:12]([C:13]3[CH:18]=[CH:17][N:16]=[C:15]([NH:19][CH2:20][C:21]4[CH:26]=[CH:25][CH:24]=[CH:23][CH:22]=4)[N:14]=3)=[CH:11][NH:10][N:9]=2)=[CH:4][CH:3]=1.[C:27](OC(=O)C)(=[O:29])[CH3:28].C(N(CC)CC)C. Product: [F:1][C:2]1[CH:3]=[CH:4][C:5]([C:8]2[C:12]([C:13]3[CH:18]=[CH:17][N:16]=[C:15]([N:19]([CH2:20][C:21]4[CH:22]=[CH:23][CH:24]=[CH:25][CH:26]=4)[C:27](=[O:29])[CH3:28])[N:14]=3)=[CH:11][NH:10][N:9]=2)=[CH:6][CH:7]=1. The catalyst class is: 251.